Dataset: Catalyst prediction with 721,799 reactions and 888 catalyst types from USPTO. Task: Predict which catalyst facilitates the given reaction. (1) Reactant: [Br:1][C:2]1[CH:11]=[C:10]2[C:5]([N:6]=[CH:7][C:8]([NH:12][NH2:13])=[N:9]2)=[CH:4][CH:3]=1.[C:14]([C:16]([C:19]1[CH:27]=[CH:26][C:22]([C:23](O)=[O:24])=[CH:21][CH:20]=1)([CH3:18])[CH3:17])#[N:15].CN(C(ON1N=NC2C=CC=NC1=2)=[N+](C)C)C.F[P-](F)(F)(F)(F)F.CCN(C(C)C)C(C)C. Product: [Br:1][C:2]1[CH:11]=[C:10]2[C:5]([N:6]=[CH:7][C:8]([NH:12][NH:13][C:23](=[O:24])[C:22]3[CH:21]=[CH:20][C:19]([C:16]([C:14]#[N:15])([CH3:17])[CH3:18])=[CH:27][CH:26]=3)=[N:9]2)=[CH:4][CH:3]=1. The catalyst class is: 18. (2) Reactant: [C:1]([C:4]1[CH:9]=[CH:8][C:7](OS(C2C=CC(C)=CC=2)(=O)=O)=[C:6]([O:21][CH3:22])[CH:5]=1)(=[O:3])[CH3:2].[C:23]([C:25]1[CH:30]=[CH:29][C:28]([O:31][CH3:32])=[C:27]([O:33][CH3:34])[CH:26]=1)#[CH:24]. Product: [CH3:34][O:33][C:27]1[CH:26]=[C:25]([C:23]#[C:24][C:7]2[CH:8]=[CH:9][C:4]([C:1](=[O:3])[CH3:2])=[CH:5][C:6]=2[O:21][CH3:22])[CH:30]=[CH:29][C:28]=1[O:31][CH3:32]. The catalyst class is: 2. (3) Reactant: [N+:1]([CH2:4][C:5]1([CH2:9][C:10]([O:12]C)=O)[CH2:8][CH2:7][CH2:6]1)([O-])=O.[H][H]. Product: [CH2:8]1[C:5]2([CH2:9][C:10](=[O:12])[NH:1][CH2:4]2)[CH2:6][CH2:7]1. The catalyst class is: 94. (4) Reactant: [OH:1][CH2:2][CH2:3][N:4]1[CH2:9][CH2:8][NH:7][CH2:6][CH2:5]1.C[Si]([N:14]=[C:15]=[O:16])(C)C. Product: [OH:1][CH2:2][CH2:3][N:4]1[CH2:9][CH2:8][N:7]([C:15]([NH2:14])=[O:16])[CH2:6][CH2:5]1. The catalyst class is: 32.